Regression. Given two drug SMILES strings and cell line genomic features, predict the synergy score measuring deviation from expected non-interaction effect. From a dataset of NCI-60 drug combinations with 297,098 pairs across 59 cell lines. Drug 1: C1C(C(OC1N2C=C(C(=O)NC2=O)F)CO)O. Drug 2: C1CN(P(=O)(OC1)NCCCl)CCCl. Cell line: OVCAR-5. Synergy scores: CSS=15.2, Synergy_ZIP=-9.19, Synergy_Bliss=-2.29, Synergy_Loewe=-19.6, Synergy_HSA=-1.20.